Dataset: Catalyst prediction with 721,799 reactions and 888 catalyst types from USPTO. Task: Predict which catalyst facilitates the given reaction. (1) Reactant: ClN1C(=O)CCC1=O.[CH3:9][N:10]([C:17]1[S:18][C:19]([C:22]2[CH:23]=[N:24][CH:25]=[CH:26][CH:27]=2)=[N:20][N:21]=1)[C:11](=[O:16])[CH2:12][CH2:13][S:14][CH3:15].C(N(CC)CC)C.C(OCC)(=O)C. Product: [CH3:9][N:10]([C:17]1[S:18][C:19]([C:22]2[CH:23]=[N:24][CH:25]=[CH:26][CH:27]=2)=[N:20][N:21]=1)[C:11](=[O:16])/[CH:12]=[CH:13]/[S:14][CH3:15]. The catalyst class is: 48. (2) Reactant: C([N:3]([CH2:6]C)[CH2:4]C)C.[C:8]([C@H:12]1[CH2:17][CH2:16][C@H:15]([O:18][C:19]2[CH:28]=[C:27]3[C:22]([CH:23]=[C:24](C=O)[N:25]=[CH:26]3)=[CH:21][CH:20]=2)[CH2:14][CH2:13]1)([CH3:11])([CH3:10])[CH3:9].Cl.C(O[C:35](=O)[CH2:36][CH2:37]N)C.Cl[CH2:41]CCl.[C:54]([O:53][BH-]([O:53][C:54](=[O:56])[CH3:55])[O:53][C:54](=[O:56])[CH3:55])(=[O:56])[CH3:55].[Na+]. Product: [C:8]([C@H:12]1[CH2:13][CH2:14][C@H:15]([O:18][C:19]2[CH:28]=[C:27]3[C:22]([CH:23]=[C:24]([CH2:6][NH:3][CH2:4][CH2:55][C:54]([O:53][C:36]([CH3:37])([CH3:41])[CH3:35])=[O:56])[N:25]=[CH:26]3)=[CH:21][CH:20]=2)[CH2:16][CH2:17]1)([CH3:10])([CH3:11])[CH3:9]. The catalyst class is: 2. (3) Reactant: C[O:2][C:3](=[O:19])[C:4]1[C:9]([NH:10]C(OC)=O)=[CH:8][C:7]([O:15][CH3:16])=[CH:6][C:5]=1[CH2:17][CH3:18].CO.[OH-].[Li+]. The catalyst class is: 90. Product: [NH2:10][C:9]1[CH:8]=[C:7]([O:15][CH3:16])[CH:6]=[C:5]([CH2:17][CH3:18])[C:4]=1[C:3]([OH:19])=[O:2]. (4) Reactant: [F:1][C:2]1[CH:7]=[CH:6][C:5]([N:8]2[CH2:12][CH:11]([CH2:13]O)[CH2:10][C:9]2=[O:15])=[CH:4][CH:3]=1.C1(P(C2C=CC=CC=2)C2C=CC=CC=2)C=CC=CC=1.C(Br)(Br)(Br)[Br:36]. Product: [Br:36][CH2:13][CH:11]1[CH2:12][N:8]([C:5]2[CH:6]=[CH:7][C:2]([F:1])=[CH:3][CH:4]=2)[C:9](=[O:15])[CH2:10]1. The catalyst class is: 17. (5) Reactant: [Br:1][C:2]1[CH:3]=[C:4]([CH:20]=[CH:21][CH:22]=1)[CH2:5][N:6]1[C:14]2[C:13](=[O:15])[N:12]([CH3:16])[C:11](=[O:17])[N:10]([CH3:18])[C:9]=2[N:8]=[C:7]1S.[Cl:23][C:24]1[CH:25]=[C:26]([OH:30])[CH:27]=[CH:28][CH:29]=1.C(=O)([O-])[O-].[K+].[K+]. Product: [Br:1][C:2]1[CH:3]=[C:4]([CH:20]=[CH:21][CH:22]=1)[CH2:5][N:6]1[C:14]2[C:13](=[O:15])[N:12]([CH3:16])[C:11](=[O:17])[N:10]([CH3:18])[C:9]=2[N:8]=[C:7]1[O:30][C:26]1[CH:27]=[CH:28][CH:29]=[C:24]([Cl:23])[CH:25]=1. The catalyst class is: 3. (6) Reactant: [S:1]1[CH:5]=[CH:4][CH:3]=[C:2]1[C:6](Cl)=[O:7].[NH2:9][C:10]1[CH:27]=[CH:26][C:13]([C:14]([C:16]2[CH:24]=[C:23]3[C:19]([CH2:20][C:21](=[O:25])[NH:22]3)=[CH:18][CH:17]=2)=[O:15])=[CH:12][CH:11]=1. Product: [O:25]=[C:21]1[CH2:20][C:19]2[C:23](=[CH:24][C:16]([C:14]([C:13]3[CH:12]=[CH:11][C:10]([NH:9][C:6]([C:2]4[S:1][CH:5]=[CH:4][CH:3]=4)=[O:7])=[CH:27][CH:26]=3)=[O:15])=[CH:17][CH:18]=2)[NH:22]1. The catalyst class is: 1. (7) Reactant: [NH2:1][C@@H:2]1[C:16](=[O:17])[N:15]2[CH2:18][C@H:19]([O:21][C:22]3[C:23]4[S:37][CH:36]=[CH:35][C:24]=4[N:25]=[C:26]([C:28]4[N:32]([CH3:33])[N:31]=[C:30]([CH3:34])[CH:29]=4)[N:27]=3)[CH2:20][C@H:14]2[C:13](=[O:38])[NH:12][C@:11]2([C:40]([O:42][CH3:43])=[O:41])[CH2:39][C@H:10]2[CH:9]=[CH:8][CH2:7][CH2:6][CH2:5][CH2:4][CH2:3]1.C(N(CC)CC)C.[C:51](=O)([O:58]C1C=CC([N+]([O-])=O)=CC=1)[O:52][CH:53]1[CH2:57][CH2:56][CH2:55][CH2:54]1.C(=O)(O)[O-].[Na+]. Product: [CH:53]1([O:52][C:51]([NH:1][C@@H:2]2[C:16](=[O:17])[N:15]3[CH2:18][C@H:19]([O:21][C:22]4[C:23]5[S:37][CH:36]=[CH:35][C:24]=5[N:25]=[C:26]([C:28]5[N:32]([CH3:33])[N:31]=[C:30]([CH3:34])[CH:29]=5)[N:27]=4)[CH2:20][C@H:14]3[C:13](=[O:38])[NH:12][C@:11]3([C:40]([O:42][CH3:43])=[O:41])[CH2:39][C@H:10]3[CH:9]=[CH:8][CH2:7][CH2:6][CH2:5][CH2:4][CH2:3]2)=[O:58])[CH2:57][CH2:56][CH2:55][CH2:54]1. The catalyst class is: 44.